Dataset: Catalyst prediction with 721,799 reactions and 888 catalyst types from USPTO. Task: Predict which catalyst facilitates the given reaction. (1) Reactant: [Cl:1][C:2]1[CH:3]=[C:4]([CH2:9][S:10](Cl)(=[O:12])=[O:11])[CH:5]=[CH:6][C:7]=1[Cl:8].CC(C)=O.[OH-].[NH4+:19]. Product: [Cl:1][C:2]1[CH:3]=[C:4]([CH2:9][S:10]([NH2:19])(=[O:12])=[O:11])[CH:5]=[CH:6][C:7]=1[Cl:8]. The catalyst class is: 6. (2) Reactant: [Cl:1][C:2]1[N:3]=[N:4][C:5](Cl)=[CH:6][CH:7]=1.[OH:9][CH:10]1[CH2:15][CH2:14][NH:13][CH2:12][CH2:11]1.Cl.[OH-].[Na+]. Product: [Cl:1][C:2]1[N:3]=[N:4][C:5]([N:13]2[CH2:14][CH2:15][CH:10]([OH:9])[CH2:11][CH2:12]2)=[CH:6][CH:7]=1. The catalyst class is: 6. (3) Reactant: [CH3:1][NH:2][N:3]=[C:4]([CH3:6])[CH3:5].C(N(CC)CC)C.[CH2:14]([C:16]1[CH:21]=[C:20]([CH3:22])[CH:19]=[C:18]([CH2:23][CH3:24])[C:17]=1[C:25](=[O:29])[C:26](Cl)=[O:27])[CH3:15]. Product: [CH2:14]([C:16]1[CH:21]=[C:20]([CH3:22])[CH:19]=[C:18]([CH2:23][CH3:24])[C:17]=1[C:25](=[O:29])[C:26]([N:2]([CH3:1])[N:3]=[C:4]([CH3:6])[CH3:5])=[O:27])[CH3:15]. The catalyst class is: 10. (4) Reactant: [CH3:1][NH:2][CH3:3].C(O)C.[Cl:7][C:8]1[N:13]=[C:12](Cl)[CH:11]=[CH:10][N:9]=1.C(N(CC)CC)C. Product: [Cl:7][C:8]1[N:13]=[C:12]([N:2]([CH3:3])[CH3:1])[CH:11]=[CH:10][N:9]=1. The catalyst class is: 6. (5) Reactant: [Cl:1][C:2]1[CH:3]=[CH:4][C:5]([O:32][CH3:33])=[C:6]([NH:8][C:9](=[O:31])[CH2:10][N:11]2[C:19]3[CH2:18][CH2:17][N:16](C(OC(C)(C)C)=O)[CH2:15][C:14]=3[C:13]([C:27]([F:30])([F:29])[F:28])=[N:12]2)[CH:7]=1.FC(F)(F)C(O)=O. Product: [Cl:1][C:2]1[CH:3]=[CH:4][C:5]([O:32][CH3:33])=[C:6]([NH:8][C:9](=[O:31])[CH2:10][N:11]2[C:19]3[CH2:18][CH2:17][NH:16][CH2:15][C:14]=3[C:13]([C:27]([F:30])([F:29])[F:28])=[N:12]2)[CH:7]=1. The catalyst class is: 2. (6) Product: [F:29][C:5]([F:28])([CH2:6][NH:7][C:8]1[N:13]=[C:12]([NH:14][C:15]2[N:20]=[CH:19][C:18]3[N:21]=[C:22]([CH3:27])[N:23]([CH:24]([CH3:25])[CH3:26])[C:17]=3[CH:16]=2)[CH:11]=[CH:10][N:9]=1)[C:4]([OH:30])=[O:3]. Reactant: C([O:3][C:4](=[O:30])[C:5]([F:29])([F:28])[CH2:6][NH:7][C:8]1[N:13]=[C:12]([NH:14][C:15]2[N:20]=[CH:19][C:18]3[N:21]=[C:22]([CH3:27])[N:23]([CH:24]([CH3:26])[CH3:25])[C:17]=3[CH:16]=2)[CH:11]=[CH:10][N:9]=1)C.O.[OH-].[Li+].O. The catalyst class is: 7. (7) Product: [ClH:17].[Cl:17][C:18]1[CH:26]=[C:25]([F:27])[CH:24]=[CH:23][C:19]=1[C:20]([NH:9][C:5]1[CH:6]=[CH:7][CH:8]=[C:3]([N:2]([CH3:1])[CH:10]2[CH2:15][CH2:14][N:13]([CH3:16])[CH2:12][CH2:11]2)[N:4]=1)=[O:21]. The catalyst class is: 17. Reactant: [CH3:1][N:2]([CH:10]1[CH2:15][CH2:14][N:13]([CH3:16])[CH2:12][CH2:11]1)[C:3]1[CH:8]=[CH:7][CH:6]=[C:5]([NH2:9])[N:4]=1.[Cl:17][C:18]1[CH:26]=[C:25]([F:27])[CH:24]=[CH:23][C:19]=1[C:20](Cl)=[O:21]. (8) Reactant: [N+]([O-])([O-])=O.[Ce+4].[NH4+].[N+]([O-])([O-])=O.[N+]([O-])([O-])=O.[N+]([O-])([O-])=O.[N+]([O-])([O-])=O.C(=O)(O)[O-].[Na+].[C:28]1([O:33][Si](C)(C)C)[CH2:32][CH2:31][CH2:30][CH:29]=1.C[Si](C)(C)[O:40][C:41]([CH3:43])=[CH2:42]. Product: [O:40]=[C:41]([CH3:43])[CH2:42][CH:29]1[CH2:30][CH2:31][CH2:32][C:28]1=[O:33]. The catalyst class is: 47. (9) Reactant: Br.Br[CH2:3][C:4]([C:6]1[C:14]2[C:9](=[N:10][CH:11]=[CH:12][CH:13]=2)[NH:8][N:7]=1)=O.[NH2:15][C:16]([NH2:18])=[S:17]. Product: [NH:8]1[C:9]2=[N:10][CH:11]=[CH:12][CH:13]=[C:14]2[C:6]([C:4]2[N:15]=[C:16]([NH2:18])[S:17][CH:3]=2)=[N:7]1. The catalyst class is: 8. (10) Reactant: I[CH2:2][CH2:3][CH2:4][CH2:5][CH:6]1[CH2:15][C:14]2[C:9](=[CH:10][CH:11]=[CH:12][CH:13]=2)[N:8]([CH2:16][C:17]2[CH:22]=[CH:21][C:20]([O:23][CH3:24])=[CH:19][CH:18]=2)[C:7]1=[O:25].[Li+].C[Si]([N-][Si](C)(C)C)(C)C. Product: [CH3:24][O:23][C:20]1[CH:21]=[CH:22][C:17]([CH2:16][N:8]2[C:9]3[C:14](=[CH:13][CH:12]=[CH:11][CH:10]=3)[CH2:15][C:6]3([CH2:5][CH2:4][CH2:3][CH2:2]3)[C:7]2=[O:25])=[CH:18][CH:19]=1. The catalyst class is: 1.